Dataset: Reaction yield outcomes from USPTO patents with 853,638 reactions. Task: Predict the reaction yield, written as a fraction of the theoretical maximum amount of product (1.0 means a 100% yield; for example, 0.34 means a 34% yield). (1) The reactants are Br[C:2]1[CH:7]=[CH:6][C:5]([N+:8]([O-:10])=[O:9])=[CH:4][N:3]=1.[C:11]([O:15][C:16]([N:18]1[CH2:23][CH:22]=[C:21](OS(C(F)(F)F)(=O)=O)[CH2:20][CH2:19]1)=[O:17])([CH3:14])([CH3:13])[CH3:12].C([O-])([O-])=O.[Na+].[Na+]. The catalyst is C1(C)C=CC=CC=1.CCO.CCOC(C)=O.C1C=CC([P]([Pd]([P](C2C=CC=CC=2)(C2C=CC=CC=2)C2C=CC=CC=2)([P](C2C=CC=CC=2)(C2C=CC=CC=2)C2C=CC=CC=2)[P](C2C=CC=CC=2)(C2C=CC=CC=2)C2C=CC=CC=2)(C2C=CC=CC=2)C2C=CC=CC=2)=CC=1. The product is [C:11]([O:15][C:16]([N:18]1[CH2:19][CH:20]=[C:21]([C:2]2[CH:7]=[CH:6][C:5]([N+:8]([O-:10])=[O:9])=[CH:4][N:3]=2)[CH2:22][CH2:23]1)=[O:17])([CH3:14])([CH3:12])[CH3:13]. The yield is 0.750. (2) The reactants are Cl[C:2]1[N:7]=[CH:6][N:5]=[C:4]([NH:8][C:9]2[N:10]=[CH:11][C:12]([C:15]#[N:16])=[N:13][CH:14]=2)[CH:3]=1.[NH2:17][CH2:18][CH:19]1[CH2:24][CH2:23][N:22](C(OC(C)(C)C)=O)[CH2:21][CH2:20]1.C(N(CC)CC)C. The catalyst is CN1CCCC1=O. The product is [NH:22]1[CH2:23][CH2:24][CH:19]([CH2:18][NH:17][C:2]2[N:7]=[CH:6][N:5]=[C:4]([NH:8][C:9]3[N:10]=[CH:11][C:12]([C:15]#[N:16])=[N:13][CH:14]=3)[CH:3]=2)[CH2:20][CH2:21]1. The yield is 0.0600. (3) The product is [CH3:19][N:2]([CH3:1])[C:3]([CH2:5][CH2:6][CH2:7][C:8]#[C:9][C:10]1[CH:11]=[C:12]([CH:16]=[CH:17][CH:18]=1)[C:13]([NH:41][CH2:40][CH2:39][F:38])=[O:15])=[O:4]. The yield is 0.910. The catalyst is ClCCl. The reactants are [CH3:1][N:2]([CH3:19])[C:3]([CH2:5][CH2:6][CH2:7][C:8]#[C:9][C:10]1[CH:11]=[C:12]([CH:16]=[CH:17][CH:18]=1)[C:13]([OH:15])=O)=[O:4].CCN=C=NCCCN(C)C.C(N(CC)CC)C.[F:38][CH2:39][CH2:40][NH2:41]. (4) The reactants are Cl[CH2:2][C:3]([CH3:5])=[CH2:4].[C:6]([NH:9][C:10]1[CH:15]=[CH:14][CH:13]=[CH:12][C:11]=1[OH:16])(=[O:8])[CH3:7]. No catalyst specified. The product is [CH3:5][C:3](=[CH2:4])[CH2:2][O:16][C:11]1[CH:12]=[CH:13][CH:14]=[CH:15][C:10]=1[NH:9][C:6](=[O:8])[CH3:7]. The yield is 0.850. (5) The reactants are Cl[CH2:2][C:3]([NH:5][C:6]1[CH:11]=[CH:10][C:9]([CH:12]([N:18]2[CH:22]=[N:21][CH:20]=[N:19]2)[CH:13]([CH2:16][CH3:17])[CH2:14][CH3:15])=[CH:8][CH:7]=1)=[O:4].[CH3:23][N:24]1[CH2:29][CH2:28][NH:27][CH2:26][CH2:25]1.C([O-])([O-])=O.[K+].[K+].O. The catalyst is CC#N. The product is [CH2:14]([CH:13]([CH2:16][CH3:17])[CH:12]([C:9]1[CH:10]=[CH:11][C:6]([NH:5][C:3](=[O:4])[CH2:2][N:27]2[CH2:28][CH2:29][N:24]([CH3:23])[CH2:25][CH2:26]2)=[CH:7][CH:8]=1)[N:18]1[CH:22]=[N:21][CH:20]=[N:19]1)[CH3:15]. The yield is 0.358. (6) The reactants are C([O:3][C:4](=[O:20])[CH2:5][S:6][C:7]1[NH:11][C:10]2[C:12]([CH:18]=[O:19])=[C:13]([O:16]C)[CH:14]=[CH:15][C:9]=2[N:8]=1)C.B(Br)(Br)Br. The catalyst is ClCCl. The product is [CH:18]([C:12]1[C:10]2[NH:11][C:7]([S:6][CH2:5][C:4]([OH:20])=[O:3])=[N:8][C:9]=2[CH:15]=[CH:14][C:13]=1[OH:16])=[O:19]. The yield is 0.460.